This data is from Forward reaction prediction with 1.9M reactions from USPTO patents (1976-2016). The task is: Predict the product of the given reaction. (1) Given the reactants Cl.Cl.[CH2:3]([C@@H:7]1[CH2:12][NH:11][CH2:10][CH2:9][N:8]1[C:13]1[S:14][C:15]2[CH:21]=[C:20]([O:22][C:23]([F:26])([F:25])[F:24])[CH:19]=[CH:18][C:16]=2[N:17]=1)[CH2:4][CH2:5][CH3:6].[CH3:27][O:28][C:29](=[O:41])[CH2:30][O:31][C:32]1[CH:37]=[C:36]([CH3:38])[CH:35]=[C:34]([CH2:39]Cl)[CH:33]=1.C(=O)([O-])[O-].[K+].[K+].[I-].[K+], predict the reaction product. The product is: [CH3:27][O:28][C:29](=[O:41])[CH2:30][O:31][C:32]1[CH:33]=[C:34]([CH3:39])[CH:35]=[C:36]([CH2:38][N:11]2[CH2:10][CH2:9][N:8]([C:13]3[S:14][C:15]4[CH:21]=[C:20]([O:22][C:23]([F:26])([F:24])[F:25])[CH:19]=[CH:18][C:16]=4[N:17]=3)[C@H:7]([CH2:3][CH2:4][CH2:5][CH3:6])[CH2:12]2)[CH:37]=1. (2) Given the reactants [NH2:1][C:2]1[CH:3]=[C:4]([C:8]2[N:13]3[N:14]=[CH:15][C:16]([C:17]([C:19]4[S:20][CH:21]=[CH:22][CH:23]=4)=[O:18])=[C:12]3[N:11]=[CH:10][CH:9]=2)[CH:5]=[CH:6][CH:7]=1.[CH3:24][O:25][C:26]1[CH:35]=[CH:34][C:29]([CH:30]=[CH:31][CH:32]=O)=[CH:28][CH:27]=1, predict the reaction product. The product is: [CH3:24][O:25][C:26]1[CH:35]=[CH:34][C:29](/[CH:30]=[CH:31]/[CH2:32][NH:1][C:2]2[CH:3]=[C:4]([C:8]3[N:13]4[N:14]=[CH:15][C:16]([C:17]([C:19]5[S:20][CH:21]=[CH:22][CH:23]=5)=[O:18])=[C:12]4[N:11]=[CH:10][CH:9]=3)[CH:5]=[CH:6][CH:7]=2)=[CH:28][CH:27]=1.